Dataset: Forward reaction prediction with 1.9M reactions from USPTO patents (1976-2016). Task: Predict the product of the given reaction. (1) Given the reactants [CH3:1][C@@H:2]1[CH2:6][N:5]([CH2:7]C2C=NC(C)=NC=2)[CH2:4][C@H:3]1[C:15]1[NH:16][C:17](=[O:30])[C:18]2[CH:23]=[N:22][N:21]([CH:24]3[CH2:29][CH2:28][O:27][CH2:26][CH2:25]3)[C:19]=2[N:20]=1.[CH3:31][C:32]1[N:37]=[C:36](C=O)[CH:35]=[CH:34][N:33]=1, predict the reaction product. The product is: [CH3:1][C@@H:2]1[CH2:6][N:5]([CH2:7][C:34]2[CH:35]=[CH:36][N:37]=[C:32]([CH3:31])[N:33]=2)[CH2:4][C@H:3]1[C:15]1[NH:16][C:17](=[O:30])[C:18]2[CH:23]=[N:22][N:21]([CH:24]3[CH2:29][CH2:28][O:27][CH2:26][CH2:25]3)[C:19]=2[N:20]=1. (2) Given the reactants [CH3:1][C:2]1([CH3:49])[CH2:13][C:12]2[CH:11]=[C:10]3[N:5]([CH2:6][CH2:7][N:8]([C:15]4[C:20]([CH:21]=[O:22])=[C:19]([C:23]5[CH:28]=[C:27]([NH:29][C:30]6[CH:35]=[CH:34][C:33]([N:36]7[CH2:41][CH2:40][N:39]([CH:42]8[CH2:45][O:44][CH2:43]8)[CH2:38][C@H:37]7[CH3:46])=[CH:32][N:31]=6)[C:26](=[O:47])[N:25]([CH3:48])[CH:24]=5)[CH:18]=[CH:17][N:16]=4)[C:9]3=[O:14])[C:4]=2[CH2:3]1.[BH4-].[Na+], predict the reaction product. The product is: [OH:22][CH2:21][C:20]1[C:15]([N:8]2[CH2:7][CH2:6][N:5]3[C:4]4[CH2:3][C:2]([CH3:49])([CH3:1])[CH2:13][C:12]=4[CH:11]=[C:10]3[C:9]2=[O:14])=[N:16][CH:17]=[CH:18][C:19]=1[C:23]1[CH:28]=[C:27]([NH:29][C:30]2[CH:35]=[CH:34][C:33]([N:36]3[CH2:41][CH2:40][N:39]([CH:42]4[CH2:45][O:44][CH2:43]4)[CH2:38][C@H:37]3[CH3:46])=[CH:32][N:31]=2)[C:26](=[O:47])[N:25]([CH3:48])[CH:24]=1.